From a dataset of Reaction yield outcomes from USPTO patents with 853,638 reactions. Predict the reaction yield, written as a fraction of the theoretical maximum amount of product (1.0 means a 100% yield; for example, 0.34 means a 34% yield). The reactants are [CH3:1][C@H:2]1[C:10]2[C:9](O)=[N:8][CH:7]=[N:6][C:5]=2[CH2:4][CH2:3]1.O=P(Cl)(Cl)[Cl:14]. No catalyst specified. The product is [Cl:14][C:9]1[C:10]2[C@H:2]([CH3:1])[CH2:3][CH2:4][C:5]=2[N:6]=[CH:7][N:8]=1. The yield is 0.490.